From a dataset of Peptide-MHC class II binding affinity with 134,281 pairs from IEDB. Regression. Given a peptide amino acid sequence and an MHC pseudo amino acid sequence, predict their binding affinity value. This is MHC class II binding data. (1) The peptide sequence is GELQIVDKIDAAFKH. The MHC is DRB1_1201 with pseudo-sequence DRB1_1201. The binding affinity (normalized) is 0.352. (2) The peptide sequence is NYLALLVKFVAGDGD. The MHC is HLA-DQA10102-DQB10602 with pseudo-sequence HLA-DQA10102-DQB10602. The binding affinity (normalized) is 0.201. (3) The peptide sequence is KRWIKMSILNTAGSG. The MHC is DRB1_0701 with pseudo-sequence DRB1_0701. The binding affinity (normalized) is 0.488. (4) The peptide sequence is NNQNFFWAVKPKVVR. The MHC is DRB1_0802 with pseudo-sequence DRB1_0802. The binding affinity (normalized) is 0.795. (5) The peptide sequence is PKAVKQNTLKLAT. The MHC is DRB1_0101 with pseudo-sequence DRB1_0101. The binding affinity (normalized) is 0.0718. (6) The peptide sequence is QRILRKSKRNDGDLD. The MHC is DRB1_0405 with pseudo-sequence DRB1_0405. The binding affinity (normalized) is 0.233. (7) The peptide sequence is AKLMRDIPFRVGAVV. The MHC is HLA-DQA10201-DQB10202 with pseudo-sequence HLA-DQA10201-DQB10202. The binding affinity (normalized) is 0.0361. (8) The peptide sequence is KEFIRCLALPFRGYL. The MHC is DRB3_0202 with pseudo-sequence DRB3_0202. The binding affinity (normalized) is 0.898. (9) The peptide sequence is GELQIVDKIDAAFSI. The MHC is DRB1_0401 with pseudo-sequence QEFFIASGAAVDAIMEVHFDYYDLQKATYHVGFT. The binding affinity (normalized) is 0.630. (10) The peptide sequence is AKDVIPEGWKADTAY. The MHC is DRB1_0101 with pseudo-sequence DRB1_0101. The binding affinity (normalized) is 0.245.